Dataset: Forward reaction prediction with 1.9M reactions from USPTO patents (1976-2016). Task: Predict the product of the given reaction. (1) Given the reactants [Cl:1][C:2]1[C:3]([NH:22][C:23]2[CH:27]=[C:26]([CH3:28])[NH:25][N:24]=2)=[N:4][C:5]([NH:8][C:9]2[CH:14]=[C:13]([CH3:15])[C:12]([CH:16]3[CH2:21][CH2:20][NH:19][CH2:18][CH2:17]3)=[CH:11][N:10]=2)=[N:6][CH:7]=1.C(N(CC)CC)C.Br[CH2:37][C:38]([NH2:40])=[O:39], predict the reaction product. The product is: [Cl:1][C:2]1[C:3]([NH:22][C:23]2[CH:27]=[C:26]([CH3:28])[NH:25][N:24]=2)=[N:4][C:5]([NH:8][C:9]2[N:10]=[CH:11][C:12]([CH:16]3[CH2:17][CH2:18][N:19]([CH2:37][C:38]([NH2:40])=[O:39])[CH2:20][CH2:21]3)=[C:13]([CH3:15])[CH:14]=2)=[N:6][CH:7]=1. (2) The product is: [Br:7][C:8]1[N:13]=[CH:12][C:11]([CH2:14][OH:15])=[CH:10][CH:9]=1. Given the reactants [H-].[Al+3].[Li+].[H-].[H-].[H-].[Br:7][C:8]1[N:13]=[CH:12][C:11]([CH:14]=[O:15])=[CH:10][CH:9]=1.C(OCC)(=O)C.C(=O)(O)[O-].[Na+], predict the reaction product. (3) Given the reactants [C:1]([O:7][CH3:8])(=[O:6])[CH2:2][C:3]([CH3:5])=[O:4].[H-].[Na+].[CH2:11](I)[CH2:12][CH3:13], predict the reaction product. The product is: [CH3:8][O:7][C:1](=[O:6])[CH:2]([C:3](=[O:4])[CH3:5])[CH2:11][CH2:12][CH3:13]. (4) The product is: [CH:26]1([CH:25]=[CH:24][C:18]2[C:19]([CH3:23])=[CH:20][CH:21]=[CH:22][C:17]=2[C:16]([NH:15][C:6]2([C:4]([OH:5])=[O:3])[CH2:14][C:13]3[C:8](=[CH:9][CH:10]=[CH:11][CH:12]=3)[CH2:7]2)=[O:29])[CH2:27][CH2:28]1. Given the reactants C([O:3][C:4]([C:6]1([NH:15][C:16](=[O:29])[C:17]2[CH:22]=[CH:21][CH:20]=[C:19]([CH3:23])[C:18]=2[CH:24]=[CH:25][CH:26]2[CH2:28][CH2:27]2)[CH2:14][C:13]2[C:8](=[CH:9][CH:10]=[CH:11][CH:12]=2)[CH2:7]1)=[O:5])C.[OH-].[K+].O, predict the reaction product.